This data is from Full USPTO retrosynthesis dataset with 1.9M reactions from patents (1976-2016). The task is: Predict the reactants needed to synthesize the given product. (1) Given the product [CH3:1][C:2]1[N:7]=[CH:6][C:5]([CH:8]([C:13]2[CH:18]=[CH:17][N:16]=[CH:15][CH:14]=2)[C:9]#[N:10])=[CH:4][N:3]=1, predict the reactants needed to synthesize it. The reactants are: [CH3:1][C:2]1[N:7]=[CH:6][C:5]([CH2:8][C:9]#[N:10])=[CH:4][N:3]=1.Cl.Cl[C:13]1[CH:18]=[CH:17][N:16]=[CH:15][CH:14]=1.CC([O-])(C)C.[K+]. (2) Given the product [F:19][C:18]([F:21])([F:20])[C:15]1[CH:16]=[CH:17][C:12]([O:11][C:8]2[CH:9]=[CH:10][C:5]([O:4][C:2]([N:22]3[CH2:27][CH2:26][CH:25]([CH2:28][C:29]4[CH:30]=[CH:31][CH:32]=[C:33]([CH2:35][OH:36])[N:34]=4)[CH2:24][CH2:23]3)=[O:3])=[CH:6][CH:7]=2)=[N:13][CH:14]=1, predict the reactants needed to synthesize it. The reactants are: Cl[C:2]([O:4][C:5]1[CH:10]=[CH:9][C:8]([O:11][C:12]2[CH:17]=[CH:16][C:15]([C:18]([F:21])([F:20])[F:19])=[CH:14][N:13]=2)=[CH:7][CH:6]=1)=[O:3].[NH:22]1[CH2:27][CH2:26][CH:25]([CH2:28][C:29]2[N:34]=[C:33]([CH2:35][OH:36])[CH:32]=[CH:31][CH:30]=2)[CH2:24][CH2:23]1.C[Si](Cl)(C)C.CCN(C(C)C)C(C)C. (3) Given the product [Cl:17][C:18]1[CH:23]=[CH:22][C:21]([O:1][C:2]2[CH:11]=[C:10]3[C:5]([CH2:6][CH2:7][C:8]([CH3:16])([C:12]([O:14][CH3:15])=[O:13])[CH2:9]3)=[CH:4][CH:3]=2)=[CH:20][CH:19]=1, predict the reactants needed to synthesize it. The reactants are: [OH:1][C:2]1[CH:11]=[C:10]2[C:5]([CH2:6][CH2:7][C:8]([CH3:16])([C:12]([O:14][CH3:15])=[O:13])[CH2:9]2)=[CH:4][CH:3]=1.[Cl:17][C:18]1[CH:23]=[CH:22][C:21](B(O)O)=[CH:20][CH:19]=1. (4) Given the product [CH3:23][C:20]1[CH:21]=[CH:22][C:17]([S:14]([NH:13][CH:11]2[CH2:12][CH:9]([O:8][C:3]3[C:2]([C:32]4[CH2:37][CH2:36][N:35]([C:38]([O:40][C:41]([CH3:44])([CH3:43])[CH3:42])=[O:39])[CH2:34][CH:33]=4)=[CH:7][CH:6]=[CH:5][N:4]=3)[CH2:10]2)(=[O:16])=[O:15])=[CH:18][CH:19]=1, predict the reactants needed to synthesize it. The reactants are: Br[C:2]1[C:3]([O:8][CH:9]2[CH2:12][CH:11]([NH:13][S:14]([C:17]3[CH:22]=[CH:21][C:20]([CH3:23])=[CH:19][CH:18]=3)(=[O:16])=[O:15])[CH2:10]2)=[N:4][CH:5]=[CH:6][CH:7]=1.CC1(C)C(C)(C)OB([C:32]2[CH2:37][CH2:36][N:35]([C:38]([O:40][C:41]([CH3:44])([CH3:43])[CH3:42])=[O:39])[CH2:34][CH:33]=2)O1.